This data is from Reaction yield outcomes from USPTO patents with 853,638 reactions. The task is: Predict the reaction yield, written as a fraction of the theoretical maximum amount of product (1.0 means a 100% yield; for example, 0.34 means a 34% yield). The reactants are Br[C:2]1[CH:14]=[CH:13][C:5]2[NH:6][C:7](=[O:12])[O:8][C:9]([CH3:11])([CH3:10])[C:4]=2[CH:3]=1.[Cl:15][C:16]1[CH:17]=[C:18](B(O)O)[CH:19]=[CH:20][CH:21]=1.C(=O)([O-])[O-].[Na+].[Na+]. The catalyst is COCCOC.O.[Pd].C1(P(C2C=CC=CC=2)C2C=CC=CC=2)C=CC=CC=1.C1(P(C2C=CC=CC=2)C2C=CC=CC=2)C=CC=CC=1.C1(P(C2C=CC=CC=2)C2C=CC=CC=2)C=CC=CC=1.C1(P(C2C=CC=CC=2)C2C=CC=CC=2)C=CC=CC=1. The product is [Cl:15][C:16]1[CH:21]=[C:20]([C:2]2[CH:14]=[CH:13][C:5]3[NH:6][C:7](=[O:12])[O:8][C:9]([CH3:11])([CH3:10])[C:4]=3[CH:3]=2)[CH:19]=[CH:18][CH:17]=1. The yield is 0.820.